Dataset: Full USPTO retrosynthesis dataset with 1.9M reactions from patents (1976-2016). Task: Predict the reactants needed to synthesize the given product. (1) The reactants are: [CH3:1][O:2][C:3]1[CH:26]=[CH:25][C:6]2[C:7]([C:18]#[C:19][CH2:20][CH2:21][CH2:22][CH2:23][OH:24])=[C:8]([C:12]3[CH:13]=[N:14][CH:15]=[CH:16][CH:17]=3)[CH2:9][CH2:10][CH2:11][C:5]=2[CH:4]=1. Given the product [CH3:1][O:2][C:3]1[CH:26]=[CH:25][C:6]2[C:7]([CH2:18][CH2:19][CH2:20][CH2:21][CH2:22][CH2:23][OH:24])=[C:8]([C:12]3[CH:13]=[N:14][CH:15]=[CH:16][CH:17]=3)[CH2:9][CH2:10][CH2:11][C:5]=2[CH:4]=1, predict the reactants needed to synthesize it. (2) Given the product [F:34][C:33]([F:36])([F:35])[S:30]([O:14][C:12]1[N:11]=[CH:10][CH:9]=[C:8]2[C:13]=1[N:4]([C:1](=[O:3])[CH3:2])[CH:5]([CH2:27][CH2:28][CH3:29])[CH:6]([CH3:26])[CH:7]2[NH:15][C:16]([O:17][CH2:18][C:19]1[CH:20]=[CH:21][CH:22]=[CH:23][CH:24]=1)=[O:25])(=[O:32])=[O:31], predict the reactants needed to synthesize it. The reactants are: [C:1]([N:4]1[C:13]2[C:12](=[O:14])[NH:11][CH:10]=[CH:9][C:8]=2[C@H:7]([NH:15][C:16](=[O:25])[O:17][CH2:18][C:19]2[CH:24]=[CH:23][CH:22]=[CH:21][CH:20]=2)[C@@H:6]([CH3:26])[C@@H:5]1[CH2:27][CH2:28][CH3:29])(=[O:3])[CH3:2].[S:30](O[S:30]([C:33]([F:36])([F:35])[F:34])(=[O:32])=[O:31])([C:33]([F:36])([F:35])[F:34])(=[O:32])=[O:31].